Predict the reactants needed to synthesize the given product. From a dataset of Full USPTO retrosynthesis dataset with 1.9M reactions from patents (1976-2016). (1) Given the product [CH3:1][O:2][C:3](=[O:15])[CH:4]=[CH:5][C:6]1[CH:7]=[C:8]2[C:12](=[CH:13][CH:14]=1)[N:11]([S:42]([C:36]1[CH:41]=[CH:40][CH:39]=[CH:38][CH:37]=1)(=[O:44])=[O:43])[CH:10]=[CH:9]2, predict the reactants needed to synthesize it. The reactants are: [CH3:1][O:2][C:3](=[O:15])[CH:4]=[CH:5][C:6]1[CH:7]=[C:8]2[C:12](=[CH:13][CH:14]=1)[NH:11][CH:10]=[CH:9]2.C([N-]C(C)C)(C)C.[Li+].C(NC(C)C)(C)C.C([Li])CCC.[C:36]1([S:42](Cl)(=[O:44])=[O:43])[CH:41]=[CH:40][CH:39]=[CH:38][CH:37]=1.C(=O)(O)[O-].[Na+].[K+].[Br-]. (2) Given the product [C:1]1([S:7][C:8]2[CH:17]=[CH:16][C:11]([C:12]([OH:14])=[O:13])=[CH:10][CH:9]=2)[CH:2]=[CH:3][CH:4]=[CH:5][CH:6]=1, predict the reactants needed to synthesize it. The reactants are: [C:1]1([S:7][C:8]2[CH:17]=[CH:16][C:11]([C:12]([O:14]C)=[O:13])=[CH:10][CH:9]=2)[CH:6]=[CH:5][CH:4]=[CH:3][CH:2]=1.O.[OH-].[Li+].O1CCCC1.Cl. (3) The reactants are: F[B-](F)(F)F.[CH3:6][C:7]1[C:8]([N+:17]([O-:19])=[O:18])=[C:9]([C:13](=[NH:16])OC)[CH:10]=[CH:11][CH:12]=1.Cl.C[O:22][C:23](=O)[CH2:24][CH2:25][NH2:26].C[O-].[Na+]. Given the product [CH3:6][C:7]1[C:8]([N+:17]([O-:19])=[O:18])=[C:9]([C:13]2[NH:26][CH2:25][CH2:24][C:23](=[O:22])[N:16]=2)[CH:10]=[CH:11][CH:12]=1, predict the reactants needed to synthesize it. (4) Given the product [CH2:1]([O:8][C:9]1[CH:10]=[C:11]([CH:41]=[CH:42][CH:43]=1)[CH2:12][O:13][C:14]1[C:19]2[CH:20]=[C:21]([C:23]3[N:24]=[C:25]4[N:29]([CH:30]=3)[N:28]=[C:27]([O:31][CH3:32])[S:26]4)[O:22][C:18]=2[CH:17]=[C:16]([OH:33])[CH:15]=1)[C:2]1[CH:3]=[CH:4][CH:5]=[CH:6][CH:7]=1, predict the reactants needed to synthesize it. The reactants are: [CH2:1]([O:8][C:9]1[CH:10]=[C:11]([CH:41]=[CH:42][CH:43]=1)[CH2:12][O:13][C:14]1[C:19]2[CH:20]=[C:21]([C:23]3[N:24]=[C:25]4[N:29]([CH:30]=3)[N:28]=[C:27]([O:31][CH3:32])[S:26]4)[O:22][C:18]=2[CH:17]=[C:16]([O:33][Si](C(C)(C)C)(C)C)[CH:15]=1)[C:2]1[CH:7]=[CH:6][CH:5]=[CH:4][CH:3]=1.C(O)(=O)C.[F-].C([N+](CCCC)(CCCC)CCCC)CCC.